Dataset: Forward reaction prediction with 1.9M reactions from USPTO patents (1976-2016). Task: Predict the product of the given reaction. (1) Given the reactants [CH3:1][O:2][C:3]1[CH:12]=[CH:11][C:10]([S:13](Cl)(=[O:15])=[O:14])=[C:9]2[C:4]=1[CH2:5][C@@H:6]([N:17]([CH3:24])[C:18](=[O:23])[C:19]([F:22])([F:21])[F:20])[CH2:7][O:8]2.[NH2:25][C:26]1[CH:27]=[C:28]([CH:31]=[CH:32][CH:33]=1)[C:29]#[N:30].N1C=CC=CC=1.CCOC(C)=O, predict the reaction product. The product is: [C:29]([C:28]1[CH:27]=[C:26]([NH:25][S:13]([C:10]2[CH:11]=[CH:12][C:3]([O:2][CH3:1])=[C:4]3[C:9]=2[O:8][CH2:7][C@H:6]([N:17]([CH3:24])[C:18](=[O:23])[C:19]([F:22])([F:21])[F:20])[CH2:5]3)(=[O:15])=[O:14])[CH:33]=[CH:32][CH:31]=1)#[N:30]. (2) The product is: [CH2:9]([O:11][C:12]([CH:14]1[CH2:19][CH2:18][N:17]([CH2:7][CH:4]2[CH2:3][CH2:2][O:1][CH2:6][CH2:5]2)[CH2:16][CH2:15]1)=[O:13])[CH3:10]. Given the reactants [O:1]1[CH2:6][CH2:5][CH:4]([CH:7]=O)[CH2:3][CH2:2]1.[CH2:9]([O:11][C:12]([CH:14]1[CH2:19][CH2:18][NH:17][CH2:16][CH2:15]1)=[O:13])[CH3:10].C(O[BH-](OC(=O)C)OC(=O)C)(=O)C.[Na+], predict the reaction product.